Task: Predict which catalyst facilitates the given reaction.. Dataset: Catalyst prediction with 721,799 reactions and 888 catalyst types from USPTO (1) Reactant: [NH2:1][C:2]1[N:7]=[CH:6][C:5]([C:8]2[CH:13]=[CH:12][C:11]([CH2:14][C:15]([NH:17][C:18]3[CH:22]=[C:21]([C:23]([CH3:26])([CH3:25])[CH3:24])[O:20][N:19]=3)=[O:16])=[CH:10][CH:9]=2)=[CH:4][C:3]=1[CH3:27].[CH3:28][S:29]([OH:32])(=[O:31])=[O:30]. Product: [CH3:28][S:29]([O-:32])(=[O:31])=[O:30].[C:23]([C:21]1[O:20][N:19]=[C:18]([NH:17][C:15](=[O:16])[CH2:14][C:11]2[CH:10]=[CH:9][C:8]([C:5]3[CH:4]=[C:3]([CH3:27])[C:2]([NH3+:1])=[N:7][CH:6]=3)=[CH:13][CH:12]=2)[CH:22]=1)([CH3:26])([CH3:25])[CH3:24]. The catalyst class is: 8. (2) Reactant: [CH2:1]([O:8][C:9](=[O:15])[NH:10]CCC#N)[C:2]1[CH:7]=[CH:6][CH:5]=[CH:4][CH:3]=1.[N-]=[N+]=[N-].[Na+].Cl.C(N(CC)CC)C.Cl. Product: [CH2:1]([O:8][C:9](=[O:15])[NH2:10])[C:2]1[CH:7]=[CH:6][CH:5]=[CH:4][CH:3]=1. The catalyst class is: 179.